From a dataset of Blood-brain barrier permeability classification from the B3DB database. Regression/Classification. Given a drug SMILES string, predict its absorption, distribution, metabolism, or excretion properties. Task type varies by dataset: regression for continuous measurements (e.g., permeability, clearance, half-life) or binary classification for categorical outcomes (e.g., BBB penetration, CYP inhibition). Dataset: b3db_classification. (1) The molecule is O=C(O)CN1C(=O)c2cccc3cccc(c23)C1=O. The result is 1 (penetrates BBB). (2) The drug is Nc1nc2c(c(=O)[nH]1)NC(CNc1ccc(C(=O)NC(CCC(=O)O)C(=O)O)cc1)CN2. The result is 0 (does not penetrate BBB).